Dataset: Full USPTO retrosynthesis dataset with 1.9M reactions from patents (1976-2016). Task: Predict the reactants needed to synthesize the given product. (1) Given the product [CH3:4][CH:5]1[C:6]2[CH:7]=[C:16]3[C:15]4=[C:19]([CH2:24][CH2:18][CH2:17][N:14]4[CH2:13][CH2:12][CH2:35]3)[C:20]=2[O:11][C:9](=[O:10])[CH2:8]1, predict the reactants needed to synthesize it. The reactants are: Cl.N1[CH:7]=[CH:6][C:5]([CH2:8][C:9]([OH:11])=[O:10])=[CH:4]C=1.[CH3:12][CH2:13][N:14]([CH2:17][CH3:18])[CH2:15][CH3:16].[CH:19]1(N=C=NC2CCCCC2)[CH2:24]CCC[CH2:20]1.Cl[CH2:35]Cl. (2) Given the product [N:32]1[CH:37]=[CH:36][CH:35]=[C:34]([C:38]([N:40]=[C:41]=[S:42])=[O:39])[CH:33]=1.[CH3:10][O:11][C:12]1[CH:13]=[C:14]2[C:19](=[CH:20][C:21]=1[O:22][CH3:23])[N:18]=[CH:17][CH:16]=[C:15]2[O:24][C:25]1[CH:31]=[CH:30][C:28]([NH:29][C:41]([NH:40][C:38]([C:34]2[CH:33]=[N:32][CH:37]=[CH:36][CH:35]=2)=[O:39])=[S:42])=[CH:27][CH:26]=1, predict the reactants needed to synthesize it. The reactants are: N1C=CC=C(C(Cl)=O)C=1.[CH3:10][O:11][C:12]1[CH:13]=[C:14]2[C:19](=[CH:20][C:21]=1[O:22][CH3:23])[N:18]=[CH:17][CH:16]=[C:15]2[O:24][C:25]1[CH:31]=[CH:30][C:28]([NH2:29])=[CH:27][CH:26]=1.[N:32]1[CH:37]=[CH:36][CH:35]=[C:34]([C:38]([N:40]=[C:41]=[S:42])=[O:39])[CH:33]=1. (3) Given the product [C:1]([O:5][C:6](=[O:7])[NH:8][C@H:9]1[CH2:18][CH2:17][C:16]2[C:11](=[CH:12][CH:13]=[C:14]([C:19](=[O:21])[N:29]([CH2:28][C:27]3[CH:26]=[CH:25][C:24]([O:23][CH3:22])=[CH:38][CH:37]=3)[CH2:30][CH:31]3[CH2:36][CH2:35][O:34][CH2:33][CH2:32]3)[CH:15]=2)[CH2:10]1)([CH3:4])([CH3:3])[CH3:2], predict the reactants needed to synthesize it. The reactants are: [C:1]([O:5][C:6]([NH:8][C@H:9]1[CH2:18][CH2:17][C:16]2[CH:15]=[C:14]([C:19]([OH:21])=O)[CH:13]=[CH:12][C:11]=2[CH2:10]1)=[O:7])([CH3:4])([CH3:3])[CH3:2].[CH3:22][O:23][C:24]1[CH:38]=[CH:37][C:27]([CH2:28][NH:29][CH2:30][CH:31]2[CH2:36][CH2:35][O:34][CH2:33][CH2:32]2)=[CH:26][CH:25]=1. (4) Given the product [CH3:9][C:7]1[NH:8][C:4]2[N:3]=[CH:2][S:1][C:5]=2[CH:6]=1, predict the reactants needed to synthesize it. The reactants are: [S:1]1[C:5]2[CH:6]=[C:7]([CH2:9]O)[NH:8][C:4]=2[N:3]=[CH:2]1.C([SiH](CC)CC)C.FC(F)(F)C(O)=O.C(=O)(O)[O-].[Na+]. (5) Given the product [N+:19]([C:14]1[CH:15]=[CH:16][CH:17]=[CH:18][C:13]=1[S:10]([N:4]1[CH2:5][CH2:6][CH2:7][N:8]([C:28]([O:30][C:31]([CH3:34])([CH3:33])[CH3:32])=[O:29])[CH2:9][C@@H:3]1[CH3:2])(=[O:12])=[O:11])([O-:21])=[O:20], predict the reactants needed to synthesize it. The reactants are: Cl.[CH3:2][C@H:3]1[CH2:9][NH:8][CH2:7][CH2:6][CH2:5][N:4]1[S:10]([C:13]1[CH:18]=[CH:17][CH:16]=[CH:15][C:14]=1[N+:19]([O-:21])=[O:20])(=[O:12])=[O:11].C(=O)([O-])[O-].[K+].[K+].[C:28](O[C:28]([O:30][C:31]([CH3:34])([CH3:33])[CH3:32])=[O:29])([O:30][C:31]([CH3:34])([CH3:33])[CH3:32])=[O:29]. (6) Given the product [Br:1][C:2]1[N:7]=[C:6]([C:8]([CH3:12])([CH3:11])[C:9]([OH:16])=[O:13])[CH:5]=[CH:4][CH:3]=1, predict the reactants needed to synthesize it. The reactants are: [Br:1][C:2]1[N:7]=[C:6]([C:8]([CH3:12])([CH3:11])[C:9]#N)[CH:5]=[CH:4][CH:3]=1.[OH-:13].[Na+].C[OH:16].